Dataset: Full USPTO retrosynthesis dataset with 1.9M reactions from patents (1976-2016). Task: Predict the reactants needed to synthesize the given product. (1) Given the product [CH2:19]([N:21]1[CH2:16][CH2:15][P:3](=[O:17])([C:4]2[CH:9]=[CH:8][C:7]([N+:10]([O-:12])=[O:11])=[C:6]([O:13][CH3:14])[CH:5]=2)[CH2:1][CH2:2]1)[CH3:20], predict the reactants needed to synthesize it. The reactants are: [CH:1]([P:3](=[O:17])([CH:15]=[CH2:16])[C:4]1[CH:9]=[CH:8][C:7]([N+:10]([O-:12])=[O:11])=[C:6]([O:13][CH3:14])[CH:5]=1)=[CH2:2].Cl.[CH2:19]([NH2:21])[CH3:20].[OH-].[Na+].C(N)C1C=CC=CC=1. (2) Given the product [F:29][C:25]1[CH:24]=[C:23]([CH2:22][CH2:21][C@H:9]2[CH2:10][NH:11][CH2:12][CH2:13][NH:8]2)[CH:28]=[CH:27][CH:26]=1, predict the reactants needed to synthesize it. The reactants are: C([N:8]1[CH2:13][CH2:12][N:11](CC2C=CC=CC=2)[CH2:10][C@@H:9]1[CH2:21][CH2:22][C:23]1[CH:28]=[CH:27][CH:26]=[C:25]([F:29])[CH:24]=1)C1C=CC=CC=1.C([O-])=O.[NH4+]. (3) Given the product [O:29]=[S:2]1(=[O:1])[C:7]2[CH:8]=[C:9]([O:12][C:13]3[CH:25]=[CH:24][C:16]([CH2:17][C:18]4[NH:22][C:21](=[S:23])[O:20][N:19]=4)=[CH:15][CH:14]=3)[CH:10]=[CH:11][C:6]=2[N:5]2[CH2:26][CH2:27][CH2:28][CH:4]2[NH:3]1, predict the reactants needed to synthesize it. The reactants are: [O:1]=[S:2]1(=[O:29])[C:7]2[CH:8]=[C:9]([O:12][C:13]3[CH:25]=[CH:24][C:16]([CH2:17][C:18]4[NH:22][C:21](=[S:23])[O:20][N:19]=4)=[CH:15][CH:14]=3)[CH:10]=[CH:11][C:6]=2[N:5]2[CH2:26][CH2:27][CH2:28][C:4]2=[N:3]1.[BH4-].[Na+].Cl. (4) The reactants are: [F:1][C:2]1[CH:3]=[N:4][CH:5]=[C:6]([C:20]=1[CH3:21])[C:7]([NH:9][C:10]1[CH:15]=[CH:14][C:13]([C:16](=[O:19])[CH2:17][CH3:18])=[CH:12][N:11]=1)=[O:8].[CH3:22][O:23][C:24]1[CH:29]=[CH:28][C:27]([Mg]Br)=[CH:26][CH:25]=1. Given the product [F:1][C:2]1[CH:3]=[N:4][CH:5]=[C:6]([C:20]=1[CH3:21])[C:7]([NH:9][C:10]1[CH:15]=[CH:14][C:13]([C:16]([OH:19])([C:27]2[CH:28]=[CH:29][C:24]([O:23][CH3:22])=[CH:25][CH:26]=2)[CH2:17][CH3:18])=[CH:12][N:11]=1)=[O:8], predict the reactants needed to synthesize it. (5) Given the product [Cl:1][C:2]1[C:3]([N:9]([CH2:24][C:25]2[CH:30]=[CH:29][C:28]([O:31][C:32]([F:33])([F:34])[F:35])=[CH:27][CH:26]=2)[S:10]([C:13]2[CH:14]=[CH:15][C:16]([C:17]([O:19][CH3:20])=[O:18])=[CH:21][CH:22]=2)(=[O:12])=[O:11])=[N:4][CH:5]=[C:6]([Cl:8])[CH:7]=1, predict the reactants needed to synthesize it. The reactants are: [Cl:1][C:2]1[C:3]([NH:9][S:10]([C:13]2[CH:22]=[CH:21][C:16]([C:17]([O:19][CH3:20])=[O:18])=[CH:15][CH:14]=2)(=[O:12])=[O:11])=[N:4][CH:5]=[C:6]([Cl:8])[CH:7]=1.Br[CH2:24][C:25]1[CH:30]=[CH:29][C:28]([O:31][C:32]([F:35])([F:34])[F:33])=[CH:27][CH:26]=1. (6) Given the product [F:1][C:2]([F:13])([F:12])[C:3]1[CH:11]=[CH:10][CH:9]=[CH:8][C:4]=1[C:5]([N:20]1[CH2:21][C:17]2[CH2:16][N:15]([C:22]3[S:23][C:24]([C:27]([O:29][CH2:30][CH3:31])=[O:28])=[CH:25][N:26]=3)[CH2:14][C:18]=2[CH2:19]1)=[O:6], predict the reactants needed to synthesize it. The reactants are: [F:1][C:2]([F:13])([F:12])[C:3]1[CH:11]=[CH:10][CH:9]=[CH:8][C:4]=1[C:5](Cl)=[O:6].[CH2:14]1[C:18]2[CH2:19][NH:20][CH2:21][C:17]=2[CH2:16][N:15]1[C:22]1[S:23][C:24]([C:27]([O:29][CH2:30][CH3:31])=[O:28])=[CH:25][N:26]=1.FC(F)(F)C(O)=O.C(N(CC)CC)C.